From a dataset of Forward reaction prediction with 1.9M reactions from USPTO patents (1976-2016). Predict the product of the given reaction. (1) Given the reactants [Cl-].[Li+].[BH4-].[Na+].[Si:5]([O:12][C@H:13]1[CH2:17][N:16]([S:18]([C:21]2[CH:26]=[CH:25][C:24]([C:27]([F:30])([F:29])[F:28])=[CH:23][CH:22]=2)(=[O:20])=[O:19])[C@H:15]([C:31](OC)=[O:32])[CH2:14]1)([C:8]([CH3:11])([CH3:10])[CH3:9])([CH3:7])[CH3:6], predict the reaction product. The product is: [Si:5]([O:12][C@H:13]1[CH2:17][N:16]([S:18]([C:21]2[CH:22]=[CH:23][C:24]([C:27]([F:30])([F:28])[F:29])=[CH:25][CH:26]=2)(=[O:20])=[O:19])[C@H:15]([CH2:31][OH:32])[CH2:14]1)([C:8]([CH3:11])([CH3:9])[CH3:10])([CH3:7])[CH3:6]. (2) Given the reactants [Br:1][C:2]1[CH:7]=[CH:6][CH:5]=[CH:4][C:3]=1/[CH:8]=[CH:9]/[C:10]1[C:18]2[C:13](=[CH:14][CH:15]=[CH:16][CH:17]=2)[NH:12][N:11]=1.[C:19](O[C:19]([O:21][C:22]([CH3:25])([CH3:24])[CH3:23])=[O:20])([O:21][C:22]([CH3:25])([CH3:24])[CH3:23])=[O:20].O.C(OCC)(=O)C, predict the reaction product. The product is: [C:22]([O:21][C:19]([N:12]1[C:13]2[C:18](=[CH:17][CH:16]=[CH:15][CH:14]=2)[C:10](/[CH:9]=[CH:8]/[C:3]2[CH:4]=[CH:5][CH:6]=[CH:7][C:2]=2[Br:1])=[N:11]1)=[O:20])([CH3:25])([CH3:24])[CH3:23]. (3) Given the reactants [Br:1][C:2]1[C:7]([CH3:8])=[CH:6][CH:5]=[CH:4][C:3]=1I.CC1(C)C(C)(C)OB([C:18]2[CH:23]=[CH:22][CH:21]=[C:20]([C:24]([F:27])([F:26])[F:25])[CH:19]=2)O1.C(=O)([O-])[O-].[Na+].[Na+].CCO, predict the reaction product. The product is: [Br:1][C:2]1[C:7]([CH3:8])=[CH:6][CH:5]=[CH:4][C:3]=1[C:18]1[CH:23]=[CH:22][CH:21]=[C:20]([C:24]([F:27])([F:26])[F:25])[CH:19]=1. (4) Given the reactants C(OC(=O)[NH:7][C:8]1([CH2:16][CH2:17][C:18]2[CH:23]=[CH:22][C:21]([O:24][CH2:25][CH2:26][CH2:27][C:28]3[CH:33]=[CH:32][C:31]([S:34][CH3:35])=[CH:30][CH:29]=3)=[C:20]([C:36]([F:39])([F:38])[F:37])[CH:19]=2)[CH2:13][O:12]C(C)(C)[O:10][CH2:9]1)(C)(C)C.[Cl:41]C1C=CC=C(C(OO)=[O:49])C=1.C(=O)([O-])O.[Na+], predict the reaction product. The product is: [ClH:41].[NH2:7][C:8]([CH2:16][CH2:17][C:18]1[CH:23]=[CH:22][C:21]([O:24][CH2:25][CH2:26][CH2:27][C:28]2[CH:33]=[CH:32][C:31]([S:34]([CH3:35])=[O:49])=[CH:30][CH:29]=2)=[C:20]([C:36]([F:39])([F:38])[F:37])[CH:19]=1)([CH2:13][OH:12])[CH2:9][OH:10].